From a dataset of Full USPTO retrosynthesis dataset with 1.9M reactions from patents (1976-2016). Predict the reactants needed to synthesize the given product. (1) Given the product [Cl:16][S:17]([C:6]1[CH:5]=[CH:4][C:3]([O:9][CH2:10][C:11]([O:13][CH2:14][CH3:15])=[O:12])=[C:2]([CH3:1])[C:7]=1[CH3:8])(=[O:19])=[O:18], predict the reactants needed to synthesize it. The reactants are: [CH3:1][C:2]1[C:7]([CH3:8])=[CH:6][CH:5]=[CH:4][C:3]=1[O:9][CH2:10][C:11]([O:13][CH2:14][CH3:15])=[O:12].[Cl:16][S:17](O)(=[O:19])=[O:18]. (2) Given the product [Cl:3][C:4]1[CH:5]=[CH:6][C:7]([CH:10]([O:24][CH2:26][CH3:27])[CH:11]2[CH2:12][CH2:13][N:14]([C:17]([O:19][C:20]([CH3:21])([CH3:23])[CH3:22])=[O:18])[CH2:15][CH2:16]2)=[CH:8][CH:9]=1, predict the reactants needed to synthesize it. The reactants are: [H-].[Na+].[Cl:3][C:4]1[CH:9]=[CH:8][C:7]([CH:10]([OH:24])[CH:11]2[CH2:16][CH2:15][N:14]([C:17]([O:19][C:20]([CH3:23])([CH3:22])[CH3:21])=[O:18])[CH2:13][CH2:12]2)=[CH:6][CH:5]=1.I[CH2:26][CH3:27]. (3) Given the product [C:3]([C:7]1[CH:25]=[CH:24][C:10]([C:11]([N:13]([C:14]2[CH:15]=[C:16]([S:20]([OH:23])(=[O:22])=[O:21])[CH:17]=[CH:18][CH:19]=2)[CH3:27])=[O:12])=[CH:9][CH:8]=1)([CH3:6])([CH3:4])[CH3:5], predict the reactants needed to synthesize it. The reactants are: [H-].[Na+].[C:3]([C:7]1[CH:25]=[CH:24][C:10]([C:11]([NH:13][C:14]2[CH:15]=[C:16]([S:20]([OH:23])(=[O:22])=[O:21])[CH:17]=[CH:18][CH:19]=2)=[O:12])=[CH:9][CH:8]=1)([CH3:6])([CH3:5])[CH3:4].I[CH3:27].Cl. (4) Given the product [Cl:32][C:33]1[CH:38]=[CH:37][C:36]([C:5]2[CH:4]=[C:3]([O:2][CH3:1])[CH:12]=[C:11]3[C:6]=2[CH2:7][CH:8]([C:16]2[CH:17]=[CH:18][C:19]([O:22][CH3:23])=[CH:20][CH:21]=2)[CH:9]2[CH2:15][CH2:14][CH2:13][CH:10]23)=[CH:35][CH:34]=1, predict the reactants needed to synthesize it. The reactants are: [CH3:1][O:2][C:3]1[CH:12]=[C:11]2[C:6]([CH2:7][CH:8]([C:16]3[CH:21]=[CH:20][C:19]([O:22][CH3:23])=[CH:18][CH:17]=3)[CH:9]3[CH2:15][CH2:14][CH2:13][CH:10]32)=[C:5](OS(C(F)(F)F)(=O)=O)[CH:4]=1.[Cl:32][C:33]1[CH:38]=[CH:37][C:36](B(O)O)=[CH:35][CH:34]=1.C(=O)([O-])[O-].[Na+].[Na+]. (5) The reactants are: [Cl:1][C:2]1[CH:29]=[C:28](Cl)[CH:27]=[CH:26][C:3]=1[CH2:4][N:5]([CH3:25])[C:6]([C:8]1[NH:9][C:10]([C:22]([NH2:24])=[O:23])=[C:11]([S:14]([N:17]2[CH2:21][CH2:20][CH2:19][CH2:18]2)(=[O:16])=[O:15])[C:12]=1[CH3:13])=[O:7].C(OC([C:36]1[NH:40][C:39]([C:41](O)=O)=[C:38](S(N2CCCC2)(=O)=O)[C:37]=1[CH3:52])=O)C.Cl.CN(C)CCCN=C=NCC.ON1C2C=CC=CC=2N=N1.N1C=CC=CC=1CN.ClC1C=CC=CC=1CNC. Given the product [Cl:1][C:2]1[CH:29]=[CH:28][CH:27]=[CH:26][C:3]=1[CH2:4][N:5]([CH3:25])[C:6]([C:8]1[NH:9][C:10]([C:22]([NH:24][CH2:41][C:39]2[CH:38]=[CH:37][CH:52]=[CH:36][N:40]=2)=[O:23])=[C:11]([S:14]([N:17]2[CH2:18][CH2:19][CH2:20][CH2:21]2)(=[O:16])=[O:15])[C:12]=1[CH3:13])=[O:7], predict the reactants needed to synthesize it. (6) Given the product [Cl:1][C:2]1[CH:3]=[C:4]([NH:16][C:17]2[C:26]3[C:21](=[CH:22][CH:23]=[CH:24][C:25]=3[O:27][C@@H:29]([C:30]([N:35]3[CH2:40][CH2:39][O:38][CH2:37][CH2:36]3)=[O:31])[CH2:34][CH2:33][OH:32])[N:20]=[CH:19][N:18]=2)[CH:5]=[CH:6][C:7]=1[O:8][CH2:9][C:10]1[CH:15]=[CH:14][CH:13]=[CH:12][N:11]=1, predict the reactants needed to synthesize it. The reactants are: [Cl:1][C:2]1[CH:3]=[C:4]([NH:16][C:17]2[C:26]3[C:25]([OH:27])=[CH:24][CH:23]=[CH:22][C:21]=3[N:20]=[CH:19][N:18]=2)[CH:5]=[CH:6][C:7]=1[O:8][CH2:9][C:10]1[CH:15]=[CH:14][CH:13]=[CH:12][N:11]=1.O[C@H:29]1[CH2:34][CH2:33][O:32][C:30]1=[O:31].[NH:35]1[CH2:40][CH2:39][O:38][CH2:37][CH2:36]1. (7) Given the product [NH:8]1[CH2:13][CH2:12][O:11][CH2:10][CH:9]1[CH2:14][CH:15]([C:21]([O:23][CH2:24][CH3:25])=[O:22])[C:16]([O:18][CH2:19][CH3:20])=[O:17], predict the reactants needed to synthesize it. The reactants are: C([N:8]1[CH2:13][CH2:12][O:11][CH2:10][CH:9]1[CH2:14][CH:15]([C:21]([O:23][CH2:24][CH3:25])=[O:22])[C:16]([O:18][CH2:19][CH3:20])=[O:17])C1C=CC=CC=1.